Task: Regression. Given a peptide amino acid sequence and an MHC pseudo amino acid sequence, predict their binding affinity value. This is MHC class I binding data.. Dataset: Peptide-MHC class I binding affinity with 185,985 pairs from IEDB/IMGT (1) The peptide sequence is FPFLYKFLL. The MHC is HLA-B44:03 with pseudo-sequence HLA-B44:03. The binding affinity (normalized) is 0. (2) The peptide sequence is VIMWYNYLF. The binding affinity (normalized) is 0.0847. The MHC is HLA-A24:03 with pseudo-sequence HLA-A24:03. (3) The peptide sequence is FLWSFLVLK. The MHC is HLA-A02:01 with pseudo-sequence HLA-A02:01. The binding affinity (normalized) is 0.329. (4) The peptide sequence is YKSLRAEQT. The MHC is Mamu-B08 with pseudo-sequence Mamu-B08. The binding affinity (normalized) is 0. (5) The peptide sequence is FPLWNTEKI. The MHC is HLA-B27:03 with pseudo-sequence HLA-B27:03. The binding affinity (normalized) is 0.0847. (6) The binding affinity (normalized) is 0. The peptide sequence is YVNHTLTGQH. The MHC is HLA-A68:01 with pseudo-sequence HLA-A68:01. (7) The peptide sequence is AMPKTIYEL. The MHC is HLA-A25:01 with pseudo-sequence HLA-A25:01. The binding affinity (normalized) is 0.0847.